This data is from Full USPTO retrosynthesis dataset with 1.9M reactions from patents (1976-2016). The task is: Predict the reactants needed to synthesize the given product. (1) Given the product [CH:25]([CH:26]1[N:10]([CH2:11][C:12]([O:14][C:15]([CH3:18])([CH3:17])[CH3:16])=[O:13])[CH:3]([C:4]2[CH:9]=[CH:8][CH:7]=[CH:6][CH:5]=2)[CH2:2][O:1]1)([C:19]1[CH:24]=[CH:23][CH:22]=[CH:21][CH:20]=1)[C:28]1[CH:33]=[CH:32][CH:31]=[CH:30][CH:29]=1, predict the reactants needed to synthesize it. The reactants are: [OH:1][CH2:2][CH:3]([NH:10][CH2:11][C:12]([O:14][C:15]([CH3:18])([CH3:17])[CH3:16])=[O:13])[C:4]1[CH:9]=[CH:8][CH:7]=[CH:6][CH:5]=1.[C:19]1([CH:25]([C:28]2[CH:33]=[CH:32][CH:31]=[CH:30][CH:29]=2)[CH:26]=O)[CH:24]=[CH:23][CH:22]=[CH:21][CH:20]=1.S([O-])([O-])(=O)=O.[Mg+2]. (2) The reactants are: [O:1]1[C:10]2[C:5](=[CH:6][CH:7]=[CH:8][CH:9]=2)[CH:4]([OH:11])[CH2:3][CH2:2]1.[I:12]I. Given the product [I:12][C:7]1[CH:6]=[C:5]2[C:10](=[CH:9][CH:8]=1)[O:1][CH2:2][CH2:3][CH:4]2[OH:11], predict the reactants needed to synthesize it. (3) Given the product [Br:11][C:9]1[CH:8]=[CH:7][C:6]2[C:2]([NH:1][C:36]([NH:35][C:28]3[C:29]([Cl:34])=[CH:30][C:31]([Cl:33])=[CH:32][C:27]=3[Cl:26])=[O:37])=[C:3]([C:12]([NH:14][C@@H:15]([CH:20]3[CH2:25][CH2:24][CH2:23][CH2:22][CH2:21]3)[C:16]([O:18][CH3:19])=[O:17])=[O:13])[O:4][C:5]=2[CH:10]=1, predict the reactants needed to synthesize it. The reactants are: [NH2:1][C:2]1[C:6]2[CH:7]=[CH:8][C:9]([Br:11])=[CH:10][C:5]=2[O:4][C:3]=1[C:12]([NH:14][C@@H:15]([CH:20]1[CH2:25][CH2:24][CH2:23][CH2:22][CH2:21]1)[C:16]([O:18][CH3:19])=[O:17])=[O:13].[Cl:26][C:27]1[CH:32]=[C:31]([Cl:33])[CH:30]=[C:29]([Cl:34])[C:28]=1[N:35]=[C:36]=[O:37]. (4) Given the product [CH3:10][CH:9]([CH3:11])[CH2:8][N:12]1[CH:16]=[C:15]([C:17]2[S:21][C:20]([C:22]([NH:24][C@@H:25]3[CH2:29][CH2:28][N:27]([C:7]4[CH:2]=[CH:3][N:4]=[N:30][CH:6]=4)[CH2:26]3)=[O:23])=[CH:19][CH:18]=2)[CH:14]=[N:13]1, predict the reactants needed to synthesize it. The reactants are: Br[C:2]1[CH:3]=[N:4]C=[CH:6][CH:7]=1.[CH2:8]([N:12]1[CH:16]=[C:15]([C:17]2[S:21][C:20]([C:22]([NH:24][C@@H:25]3[CH2:29][CH2:28][NH:27][CH2:26]3)=[O:23])=[CH:19][CH:18]=2)[CH:14]=[N:13]1)[CH:9]([CH3:11])[CH3:10].[NH:30]1CC(C(NC2C=CC(OC3CCN(C(OC(C)(C)C)=O)CC3)=CC=2)=O)C1. (5) Given the product [CH3:19][O:20][P:21]([CH:7]([OH:8])[C:6]1[CH:9]=[CH:10][CH:11]=[C:4]([N+:1]([O-:3])=[O:2])[CH:5]=1)(=[O:24])[O:22][CH3:23], predict the reactants needed to synthesize it. The reactants are: [N+:1]([C:4]1[CH:5]=[C:6]([CH:9]=[CH:10][CH:11]=1)[CH:7]=[O:8])([O-:3])=[O:2].C(N(CC)CC)C.[CH3:19][O:20][P:21]([O-:24])[O:22][CH3:23]. (6) Given the product [CH3:10][C:11]1[CH:12]=[C:13]([CH:14]=[N:3][NH:2][C:1]([O:5][C:6]([CH3:9])([CH3:8])[CH3:7])=[O:4])[CH:16]=[CH:17][C:18]=1[CH3:19], predict the reactants needed to synthesize it. The reactants are: [C:1]([O:5][C:6]([CH3:9])([CH3:8])[CH3:7])(=[O:4])[NH:2][NH2:3].[CH3:10][C:11]1[CH:12]=[C:13]([CH:16]=[CH:17][C:18]=1[CH3:19])[CH:14]=O. (7) Given the product [Br:1][C:2]1[CH:3]=[N:4][CH:5]=[C:6]([Cl:10])[C:7]=1[CH2:8][OH:9], predict the reactants needed to synthesize it. The reactants are: [Br:1][C:2]1[CH:3]=[N:4][CH:5]=[C:6]([Cl:10])[C:7]=1[CH:8]=[O:9].ClC1C=NC=C(Cl)C=1CO. (8) Given the product [CH:29]([NH:28][C:24]1[CH:23]=[C:22]([CH2:21][CH2:20][O:19][C:16]2[CH:17]=[CH:18][C:13]([C:11]3[O:10][N:9]=[C:8]([OH:7])[CH:12]=3)=[CH:14][CH:15]=2)[CH:27]=[CH:26][CH:25]=1)([CH3:31])[CH3:30], predict the reactants needed to synthesize it. The reactants are: C([O:7][C:8]1[CH:12]=[C:11]([C:13]2[CH:18]=[CH:17][C:16]([O:19][CH2:20][CH2:21][C:22]3[CH:27]=[CH:26][CH:25]=[C:24]([NH:28][CH:29]([CH3:31])[CH3:30])[CH:23]=3)=[CH:15][CH:14]=2)[O:10][N:9]=1)(=O)C(C)(C)C.C(O)(=O)CC(CC(O)=O)(C(O)=O)O.